Dataset: Cav3 T-type calcium channel HTS with 100,875 compounds. Task: Binary Classification. Given a drug SMILES string, predict its activity (active/inactive) in a high-throughput screening assay against a specified biological target. (1) The compound is S(=O)(=O)(N(CCCC)CC)c1ccc(cc1)C(=O)Nc1oc(nn1)c1sccc1. The result is 1 (active). (2) The molecule is S=C(Nc1ccc(cc1)C)NNC(=O)c1c(nn(c1)C)C. The result is 0 (inactive). (3) The molecule is O(c1cc(c(cc1)C)C)CC(=O)NCc1occc1. The result is 0 (inactive). (4) The compound is S(=O)(=O)(N1CCCC1)N(CC(=O)Nc1c(cc(cc1)C)C)c1ccc(cc1)C. The result is 0 (inactive). (5) The compound is Clc1c(NC(=S)Nc2[nH]ncc2C(OC)=O)ccc(c1)C. The result is 0 (inactive). (6) The compound is S\1C(C(=O)N(CC2OCCC2)C1=N/c1ccc(OC)cc1)CC(=O)Nc1ccccc1. The result is 0 (inactive). (7) The molecule is S(=O)(=O)(N(C1CCCCC1)CC(=O)N1CCN(CC1)C(OCC)=O)c1ccc(F)cc1. The result is 0 (inactive). (8) The molecule is S(=O)(=O)(N(CP(O)(=O)CCc1ccccc1)C)C. The result is 0 (inactive). (9) The compound is O1C(=C(C(c2c(OC)cc(OC)c(OC)c2)C(=C1N)C#N)C(OCC)=O)CC(OCC)=O. The result is 0 (inactive).